From a dataset of Peptide-MHC class II binding affinity with 134,281 pairs from IEDB. Regression. Given a peptide amino acid sequence and an MHC pseudo amino acid sequence, predict their binding affinity value. This is MHC class II binding data. (1) The peptide sequence is AARLFKAFILDGDKL. The MHC is DRB1_0901 with pseudo-sequence DRB1_0901. The binding affinity (normalized) is 0.482. (2) The peptide sequence is DDYTEYKLTESIDNI. The MHC is HLA-DPA10201-DPB10501 with pseudo-sequence HLA-DPA10201-DPB10501. The binding affinity (normalized) is 0.393. (3) The peptide sequence is VPDHVVWSLFNTL. The MHC is HLA-DPA10301-DPB10402 with pseudo-sequence HLA-DPA10301-DPB10402. The binding affinity (normalized) is 0.803. (4) The peptide sequence is IAPAVQTNWQKLETFWAKHM. The MHC is DRB5_0101 with pseudo-sequence DRB5_0101. The binding affinity (normalized) is 0.659. (5) The peptide sequence is ERIKSEYMTSWFYDN. The MHC is DRB1_0301 with pseudo-sequence DRB1_0301. The binding affinity (normalized) is 0.519. (6) The MHC is DRB1_1001 with pseudo-sequence DRB1_1001. The binding affinity (normalized) is 0.787. The peptide sequence is AFKVAATAANDAPAN. (7) The peptide sequence is NKEVDRLMSMKSIQK. The MHC is DRB1_0404 with pseudo-sequence DRB1_0404. The binding affinity (normalized) is 0.806. (8) The peptide sequence is CDERVSSDQSALSEF. The MHC is HLA-DQA10501-DQB10402 with pseudo-sequence HLA-DQA10501-DQB10402. The binding affinity (normalized) is 0. (9) The peptide sequence is VSTIVPYIGPALNIV. The MHC is HLA-DQA10101-DQB10501 with pseudo-sequence HLA-DQA10101-DQB10501. The binding affinity (normalized) is 0.400. (10) The peptide sequence is NRNNTFKPFAEYKSD. The MHC is DRB5_0101 with pseudo-sequence DRB5_0101. The binding affinity (normalized) is 0.458.